This data is from Full USPTO retrosynthesis dataset with 1.9M reactions from patents (1976-2016). The task is: Predict the reactants needed to synthesize the given product. (1) Given the product [Br:17][C:18]1[CH:23]=[CH:22][C:21]([O:24][CH2:2][C:3]2[C:8]([CH3:9])=[CH:7][CH:6]=[CH:5][C:4]=2[N:10]2[C:14](=[O:15])[N:13]([CH3:16])[N:12]=[N:11]2)=[CH:20][C:19]=1[CH2:25][CH3:26], predict the reactants needed to synthesize it. The reactants are: Br[CH2:2][C:3]1[C:8]([CH3:9])=[CH:7][CH:6]=[CH:5][C:4]=1[N:10]1[C:14](=[O:15])[N:13]([CH3:16])[N:12]=[N:11]1.[Br:17][C:18]1[CH:23]=[CH:22][C:21]([OH:24])=[CH:20][C:19]=1[CH2:25][CH3:26].C(=O)([O-])[O-].[K+].[K+].C(#N)C. (2) Given the product [Cl:17][C:4]1[CH:5]=[C:6]([C:7]([O:9][CH3:10])=[O:8])[CH:11]=[C:12]([C:13]([F:16])([F:15])[F:14])[C:3]=1[CH2:2][C:26]1[CH2:31][CH2:30][N:29]([C:32]([O:34][C:35]([CH3:38])([CH3:37])[CH3:36])=[O:33])[CH2:28][CH:27]=1, predict the reactants needed to synthesize it. The reactants are: Br[CH2:2][C:3]1[C:12]([C:13]([F:16])([F:15])[F:14])=[CH:11][C:6]([C:7]([O:9][CH3:10])=[O:8])=[CH:5][C:4]=1[Cl:17].CC1(C)C(C)(C)OB([C:26]2[CH2:27][CH2:28][N:29]([C:32]([O:34][C:35]([CH3:38])([CH3:37])[CH3:36])=[O:33])[CH2:30][CH:31]=2)O1. (3) The reactants are: [NH2:1][C:2]1[C:3]2[C:10]([C:11]3[CH:16]=[CH:15][C:14]([O:17][C:18]4[CH:23]=[CH:22][CH:21]=[CH:20][CH:19]=4)=[CH:13][CH:12]=3)=[C:9](Br)[N:8]([C@@H:25]3[CH2:29][CH2:28][N:27]([C:30]([O:32][C:33]([CH3:36])([CH3:35])[CH3:34])=[O:31])[CH2:26]3)[C:4]=2[N:5]=[CH:6][N:7]=1.[C:37]([Cu])#[N:38].N#N. Given the product [NH2:1][C:2]1[C:3]2[C:10]([C:11]3[CH:16]=[CH:15][C:14]([O:17][C:18]4[CH:23]=[CH:22][CH:21]=[CH:20][CH:19]=4)=[CH:13][CH:12]=3)=[C:9]([C:37]#[N:38])[N:8]([C@@H:25]3[CH2:29][CH2:28][N:27]([C:30]([O:32][C:33]([CH3:36])([CH3:35])[CH3:34])=[O:31])[CH2:26]3)[C:4]=2[N:5]=[CH:6][N:7]=1, predict the reactants needed to synthesize it. (4) Given the product [CH3:1][N:2]([CH3:18])[C:3]1[N:4]=[CH:5][C:6]2[N:11]=[C:10]([NH:12][C:13]3[O:31][C@:23]4([CH2:22][N:21]=3)[CH:28]3[CH2:29][CH2:30][N:25]([CH2:26][CH2:27]3)[CH2:24]4)[S:9][C:7]=2[N:8]=1, predict the reactants needed to synthesize it. The reactants are: [CH3:1][N:2]([CH3:18])[C:3]1[N:4]=[CH:5][C:6]2[N:11]=[C:10]([N:12]=[C:13](SC)SC)[S:9][C:7]=2[N:8]=1.Cl.Cl.[NH2:21][CH2:22][C@@:23]1([OH:31])[CH:28]2[CH2:29][CH2:30][N:25]([CH2:26][CH2:27]2)[CH2:24]1.C(=O)([O-])[O-].[Cs+].[Cs+].O. (5) Given the product [CH:20]1([N:17]2[CH2:16][CH2:15][C:14]3[CH:24]=[CH:25][C:11]([NH:10][C:8]([C:5]4[CH:4]=[CH:3][C:2]([N:26]5[CH:30]=[CH:29][CH:28]=[N:27]5)=[CH:7][N:6]=4)=[O:9])=[CH:12][C:13]=3[CH2:19][CH2:18]2)[CH2:23][CH2:22][CH2:21]1, predict the reactants needed to synthesize it. The reactants are: Br[C:2]1[CH:3]=[CH:4][C:5]([C:8]([NH:10][C:11]2[CH:25]=[CH:24][C:14]3[CH2:15][CH2:16][N:17]([CH:20]4[CH2:23][CH2:22][CH2:21]4)[CH2:18][CH2:19][C:13]=3[CH:12]=2)=[O:9])=[N:6][CH:7]=1.[NH:26]1[CH:30]=[CH:29][CH:28]=[N:27]1.C(=O)([O-])[O-].[Na+].[Na+].CN1CCCC1. (6) Given the product [Si:1]([O:18][CH2:19][CH2:20][CH2:21][CH:22]([NH2:25])[CH2:23][CH3:24])([C:14]([CH3:16])([CH3:17])[CH3:15])([C:8]1[CH:9]=[CH:10][CH:11]=[CH:12][CH:13]=1)[C:2]1[CH:3]=[CH:4][CH:5]=[CH:6][CH:7]=1, predict the reactants needed to synthesize it. The reactants are: [Si:1]([O:18][CH2:19][CH2:20][CH2:21][CH:22]([N:25]1C(=O)C2C(=CC=CC=2)C1=O)[CH2:23][CH3:24])([C:14]([CH3:17])([CH3:16])[CH3:15])([C:8]1[CH:13]=[CH:12][CH:11]=[CH:10][CH:9]=1)[C:2]1[CH:7]=[CH:6][CH:5]=[CH:4][CH:3]=1. (7) Given the product [F:17][CH:18]([F:21])[CH2:19][O:4][C:8]1[N:9]=[CH:10][C:11]([C:14]([OH:16])=[O:15])=[N:12][CH:13]=1, predict the reactants needed to synthesize it. The reactants are: CC(C)([O-:4])C.[K+].Cl[C:8]1[N:9]=[CH:10][C:11]([C:14]([OH:16])=[O:15])=[N:12][CH:13]=1.[F:17][C:18]([F:21])(O)[CH3:19].